From a dataset of Forward reaction prediction with 1.9M reactions from USPTO patents (1976-2016). Predict the product of the given reaction. The product is: [NH2:1][N:2]1[CH:6]=[C:5]([CH3:7])[CH:4]=[C:3]1[C:8]([NH2:9])=[O:19]. Given the reactants [NH2:1][N:2]1[CH:6]=[C:5]([CH3:7])[CH:4]=[C:3]1[C:8]#[N:9].NN1C=CC(C)=C1C#N.[OH-:19].[K+], predict the reaction product.